From a dataset of Forward reaction prediction with 1.9M reactions from USPTO patents (1976-2016). Predict the product of the given reaction. (1) Given the reactants Cl[C:2]1[N:3]=[C:4]([N:11]2[CH2:16][CH2:15][O:14][CH2:13][CH2:12]2)[C:5]2[S:10][CH:9]=[CH:8][C:6]=2[N:7]=1.CC1(C)C(C)(C)OB([C:25]2[CH:26]=[C:27]([NH:31][C:32](=[O:38])[O:33][C:34]([CH3:37])([CH3:36])[CH3:35])[CH:28]=[CH:29][CH:30]=2)O1, predict the reaction product. The product is: [O:14]1[CH2:15][CH2:16][N:11]([C:4]2[C:5]3[S:10][CH:9]=[CH:8][C:6]=3[N:7]=[C:2]([C:25]3[CH:26]=[C:27]([NH:31][C:32](=[O:38])[O:33][C:34]([CH3:36])([CH3:35])[CH3:37])[CH:28]=[CH:29][CH:30]=3)[N:3]=2)[CH2:12][CH2:13]1. (2) Given the reactants [Br:1][C:2]1[CH:11]=[CH:10][C:5]([CH2:6][N:7]=[N+]=[N-])=[CH:4][CH:3]=1.C1(P(C2C=CC=CC=2)C2C=CC=CC=2)C=CC=CC=1, predict the reaction product. The product is: [Br:1][C:2]1[CH:11]=[CH:10][C:5]([CH2:6][NH2:7])=[CH:4][CH:3]=1. (3) The product is: [N:1]([C:4]1[C:9]([F:10])=[CH:8][N:7]=[CH:6][C:5]=1/[CH:11]=[N:21]/[C:15]1[C:16]([F:20])=[CH:17][CH:18]=[CH:19][C:14]=1[Cl:13])=[N+:2]=[N-:3]. Given the reactants [N:1]([C:4]1[C:9]([F:10])=[CH:8][N:7]=[CH:6][C:5]=1[CH:11]=O)=[N+:2]=[N-:3].[Cl:13][C:14]1[CH:19]=[CH:18][CH:17]=[C:16]([F:20])[C:15]=1[NH2:21].C(N(CC)CC)C, predict the reaction product. (4) Given the reactants [I-].[CH:2]1([C:5]2[CH:10]=[C:9]([CH3:11])[C:8]([C:12]([O:14][CH3:15])=[O:13])=[CH:7][C:6]=2[C:16]2[NH:25][C:19]3[CH:20]=[N+:21]([CH3:24])[CH:22]=[CH:23][C:18]=3[N:17]=2)[CH2:4][CH2:3]1.[BH4-].[Na+], predict the reaction product. The product is: [CH:2]1([C:5]2[C:6]([C:16]3[NH:25][C:19]4[CH2:20][N:21]([CH3:24])[CH2:22][CH2:23][C:18]=4[N:17]=3)=[CH:7][C:8]([C:12]([O:14][CH3:15])=[O:13])=[C:9]([CH3:11])[CH:10]=2)[CH2:3][CH2:4]1. (5) Given the reactants [CH3:1][CH:2]([NH:7][C:8]1[C:17]2[CH:18]=[CH:19][N:20]=[CH:21][C:16]=2[C:15]2[C:14](=[O:22])[NH:13][CH:12]=[CH:11][C:10]=2[N:9]=1)[C:3]([CH3:6])([CH3:5])[CH3:4].C1C(=O)N([I:30])C(=O)C1.C(=O)([O-])O.[Na+].O.O.O.O.O.S([O-])([O-])(=O)=S.[Na+].[Na+], predict the reaction product. The product is: [I:30][C:11]1[C:10]2[N:9]=[C:8]([NH:7][CH:2]([CH3:1])[C:3]([CH3:5])([CH3:6])[CH3:4])[C:17]3[CH:18]=[CH:19][N:20]=[CH:21][C:16]=3[C:15]=2[C:14](=[O:22])[NH:13][CH:12]=1. (6) Given the reactants [S:1]1[CH2:6][CH2:5][CH2:4][CH:3]([OH:7])[CH2:2]1.C(N(CC)CC)C.[C:15](Cl)(=[O:19])[C:16]([CH3:18])=[CH2:17].[OH-].[Na+], predict the reaction product. The product is: [C:15]([O:7][CH:3]1[CH2:4][CH2:5][CH2:6][S:1][CH2:2]1)(=[O:19])[C:16]([CH3:18])=[CH2:17].